Dataset: Reaction yield outcomes from USPTO patents with 853,638 reactions. Task: Predict the reaction yield, written as a fraction of the theoretical maximum amount of product (1.0 means a 100% yield; for example, 0.34 means a 34% yield). (1) The reactants are [NH2:1][C:2]1[NH:6][N:5]=[CH:4][C:3]=1[C:7]([OH:9])=[O:8].C(O[CH:13](OCC)[CH:14]([CH3:22])[CH:15](OCC)OCC)C.Cl. No catalyst specified. The product is [CH3:22][C:14]1[CH:13]=[N:1][C:2]2[N:6]([N:5]=[CH:4][C:3]=2[C:7]([OH:9])=[O:8])[CH:15]=1. The yield is 0.810. (2) The reactants are [NH2:1][CH:2]([C:23]([CH3:26])([CH3:25])[CH3:24])[C:3]([N:5]1[CH2:9][CH:8]([OH:10])[CH2:7][CH:6]1[C:11]([C:13]1[C:21]2[C:16](=[CH:17][C:18]([F:22])=[CH:19][CH:20]=2)[NH:15][CH:14]=1)=[O:12])=[O:4].[C:27]([N:37]([CH3:43])[C@H:38]([C:40](O)=[O:41])[CH3:39])([O:29][CH2:30][C:31]1[CH:36]=[CH:35][CH:34]=[CH:33][CH:32]=1)=[O:28].CN(C(ON1N=NC2C=CC=NC1=2)=[N+](C)C)C.F[P-](F)(F)(F)(F)F.CN1CCOCC1. The catalyst is CN1C(=O)CCC1.C(OCC)C. The product is [CH2:30]([O:29][C:27](=[O:28])[N:37]([CH:38]([C:40](=[O:41])[NH:1][CH:2]([C:3]([N:5]1[CH2:9][CH:8]([OH:10])[CH2:7][CH:6]1[C:11]([C:13]1[C:21]2[C:16](=[CH:17][C:18]([F:22])=[CH:19][CH:20]=2)[NH:15][CH:14]=1)=[O:12])=[O:4])[C:23]([CH3:26])([CH3:25])[CH3:24])[CH3:39])[CH3:43])[C:31]1[CH:36]=[CH:35][CH:34]=[CH:33][CH:32]=1. The yield is 0.350. (3) The reactants are [CH2:1]([O:8][C:9]([NH:11][CH2:12][CH2:13][N:14]([CH2:41][CH2:42][NH:43][C:44]([O:46][CH2:47][C:48]1[CH:53]=[CH:52][CH:51]=[CH:50][CH:49]=1)=[O:45])[CH2:15][CH2:16][CH2:17][C@H:18]([N:26]([C:34]([O:36][C:37]([CH3:40])([CH3:39])[CH3:38])=[O:35])[C:27]([O:29][C:30]([CH3:33])([CH3:32])[CH3:31])=[O:28])[C:19]([O:21]C(C)(C)C)=[O:20])=[O:10])[C:2]1[CH:7]=[CH:6][CH:5]=[CH:4][CH:3]=1.Cl.C(OCC)C. The catalyst is C(OCC)(=O)C. The product is [CH2:47]([O:46][C:44]([NH:43][CH2:42][CH2:41][N:14]([CH2:13][CH2:12][NH:11][C:9]([O:8][CH2:1][C:2]1[CH:7]=[CH:6][CH:5]=[CH:4][CH:3]=1)=[O:10])[CH2:15][CH2:16][CH2:17][C@H:18]([N:26]([C:27]([O:29][C:30]([CH3:32])([CH3:33])[CH3:31])=[O:28])[C:34]([O:36][C:37]([CH3:40])([CH3:39])[CH3:38])=[O:35])[C:19]([OH:21])=[O:20])=[O:45])[C:48]1[CH:53]=[CH:52][CH:51]=[CH:50][CH:49]=1. The yield is 0.780. (4) The reactants are [N+:1]([C:4]1[O:8][C:7]([C:9](Cl)=[O:10])=[CH:6][CH:5]=1)([O-:3])=[O:2].[CH3:12][O:13][C:14]1[C:21]([O:22][CH3:23])=[CH:20][CH:19]=[CH:18][C:15]=1[CH2:16][NH2:17]. The catalyst is C(Cl)Cl.CCN(CC)CC. The product is [CH3:12][O:13][C:14]1[C:21]([O:22][CH3:23])=[CH:20][CH:19]=[CH:18][C:15]=1[CH2:16][NH:17][C:9]([C:7]1[O:8][C:4]([N+:1]([O-:3])=[O:2])=[CH:5][CH:6]=1)=[O:10]. The yield is 0.540. (5) The reactants are [CH:1]1([S:4]([NH:7][CH:8]2[CH2:12][CH:11]([C:13]([O:15][CH2:16][CH3:17])=[O:14])[CH:10]([CH2:18][CH3:19])[CH2:9]2)(=[O:6])=[O:5])[CH2:3][CH2:2]1.[Li+].CC([N-]C(C)C)C.[F:28]N(S(C1C=CC=CC=1)(=O)=O)S(C1C=CC=CC=1)(=O)=O.[NH4+].[Cl-]. The catalyst is C1COCC1. The product is [CH:1]1([S:4]([NH:7][CH:8]2[CH2:12][C:11]([F:28])([C:13]([O:15][CH2:16][CH3:17])=[O:14])[CH:10]([CH2:18][CH3:19])[CH2:9]2)(=[O:6])=[O:5])[CH2:2][CH2:3]1. The yield is 0.460. (6) The reactants are [Cl:1][C:2]1[CH:7]=[CH:6][C:5]([CH:8]([OH:37])[C:9]2[N:10]=[C:11]([C:27]3[CH:32]=[CH:31][N:30]=[C:29]([NH:33][C:34](=[O:36])[CH3:35])[CH:28]=3)[S:12][C:13]=2[C:14]2[N:15](COCC[Si](C)(C)C)[CH:16]=[CH:17][N:18]=2)=[CH:4][CH:3]=1.FC(F)(F)C(O)=O. The catalyst is C(Cl)Cl. The product is [Cl:1][C:2]1[CH:7]=[CH:6][C:5]([CH:8]([OH:37])[C:9]2[N:10]=[C:11]([C:27]3[CH:32]=[CH:31][N:30]=[C:29]([NH:33][C:34](=[O:36])[CH3:35])[CH:28]=3)[S:12][C:13]=2[C:14]2[NH:18][CH:17]=[CH:16][N:15]=2)=[CH:4][CH:3]=1. The yield is 0.500. (7) The reactants are [Si]([O:8][C@@H:9]1[C@H:17]2[C@@:13]([CH3:29])([C@@H:14]([C@@:18]3([CH3:28])[O:22][CH2:21][C@H:20]([CH2:23][C:24]([CH3:27])([OH:26])[CH3:25])[CH2:19]3)[CH2:15][CH2:16]2)[CH2:12][CH2:11][CH2:10]1)(C(C)(C)C)(C)C.[N+](CCCC)(CCCC)(CCCC)CCCC.[F-].O.CCOC(C)=O. The catalyst is C1COCC1. The product is [OH:26][C:24]([CH3:27])([CH3:25])[CH2:23][C@H:20]1[CH2:21][O:22][C@@:18]([C@@H:14]2[C@:13]3([CH3:29])[C@H:17]([C@@H:9]([OH:8])[CH2:10][CH2:11][CH2:12]3)[CH2:16][CH2:15]2)([CH3:28])[CH2:19]1. The yield is 0.880. (8) The reactants are [BH-](OC(C)=O)(OC(C)=O)OC(C)=O.[Na+].[NH2:15][C:16]1[CH:21]=[CH:20][C:19]([C@H:22]2[C@@H:27]([C:28]([O:30][CH2:31][CH3:32])=[O:29])[CH2:26][CH2:25][CH2:24][N:23]2[C:33](=[O:42])[C:34]2[C:39]([CH3:40])=[CH:38][CH:37]=[CH:36][C:35]=2[F:41])=[CH:18][CH:17]=1.[C:43]1(=O)[CH2:47][CH2:46][CH2:45][CH2:44]1. The catalyst is ClC(Cl)C. The product is [CH:43]1([NH:15][C:16]2[CH:21]=[CH:20][C:19]([C@H:22]3[C@@H:27]([C:28]([O:30][CH2:31][CH3:32])=[O:29])[CH2:26][CH2:25][CH2:24][N:23]3[C:33](=[O:42])[C:34]3[C:39]([CH3:40])=[CH:38][CH:37]=[CH:36][C:35]=3[F:41])=[CH:18][CH:17]=2)[CH2:47][CH2:46][CH2:45][CH2:44]1. The yield is 0.900. (9) The reactants are [CH3:1][O:2][C:3](=[O:12])[C:4]1[CH:9]=[CH:8][C:7](N)=[C:6]([Br:11])[CH:5]=1.Cl.N([O-])=O.[Na+].[I-:18].[K+]. The catalyst is CC(C)=O.O. The product is [Br:11][C:6]1[CH:5]=[C:4]([CH:9]=[CH:8][C:7]=1[I:18])[C:3]([O:2][CH3:1])=[O:12]. The yield is 0.550. (10) The catalyst is O. The reactants are C([O:3][C:4]([C:6]1[C:7]([CH3:18])=[N:8][C:9]([C:12]2[CH:17]=[CH:16][CH:15]=[CH:14][N:13]=2)=[N:10][CH:11]=1)=[O:5])C.[Li+].[OH-].C1COCC1.CO. The yield is 0.960. The product is [CH3:18][C:7]1[C:6]([C:4]([OH:5])=[O:3])=[CH:11][N:10]=[C:9]([C:12]2[CH:17]=[CH:16][CH:15]=[CH:14][N:13]=2)[N:8]=1.